Dataset: Full USPTO retrosynthesis dataset with 1.9M reactions from patents (1976-2016). Task: Predict the reactants needed to synthesize the given product. (1) Given the product [C:1]([C:5]1[CH:9]=[C:8]([NH:10][C:11](=[O:45])[NH:12][C:13]2[C:22]3[C:17](=[CH:18][CH:19]=[CH:20][CH:21]=3)[C:16]([O:23][CH2:24][C:25]3[CH:30]=[CH:29][N:28]=[C:27]([NH:31][C:32](=[O:44])[C@@H:33]([NH:35][CH3:36])[CH3:34])[CH:26]=3)=[CH:15][CH:14]=2)[N:7]([C:46]2[CH:47]=[CH:48][C:49]([CH3:52])=[CH:50][CH:51]=2)[N:6]=1)([CH3:4])([CH3:2])[CH3:3], predict the reactants needed to synthesize it. The reactants are: [C:1]([C:5]1[CH:9]=[C:8]([NH:10][C:11](=[O:45])[NH:12][C:13]2[C:22]3[C:17](=[CH:18][CH:19]=[CH:20][CH:21]=3)[C:16]([O:23][CH2:24][C:25]3[CH:30]=[CH:29][N:28]=[C:27]([NH:31][C:32](=[O:44])[C@@H:33]([N:35](C)[C:36](=O)OC(C)(C)C)[CH3:34])[CH:26]=3)=[CH:15][CH:14]=2)[N:7]([C:46]2[CH:51]=[CH:50][C:49]([CH3:52])=[CH:48][CH:47]=2)[N:6]=1)([CH3:4])([CH3:3])[CH3:2]. (2) Given the product [CH3:1][O:2][C:3]([C:5]1([CH2:44][C:39]2[CH:40]=[CH:41][CH:42]=[CH:43][N:38]=2)[CH2:10][N:9]([C:11]([O:13][C:14]([CH3:17])([CH3:15])[CH3:16])=[O:12])[CH2:8][CH2:7][N:6]1[C:18]([O:20][CH2:21][C:22]1[CH:27]=[CH:26][CH:25]=[CH:24][CH:23]=1)=[O:19])=[O:4], predict the reactants needed to synthesize it. The reactants are: [CH3:1][O:2][C:3]([CH:5]1[CH2:10][N:9]([C:11]([O:13][C:14]([CH3:17])([CH3:16])[CH3:15])=[O:12])[CH2:8][CH2:7][N:6]1[C:18]([O:20][CH2:21][C:22]1[CH:27]=[CH:26][CH:25]=[CH:24][CH:23]=1)=[O:19])=[O:4].C[Si]([N-][Si](C)(C)C)(C)C.[K+].[N:38]1[CH:43]=[CH:42][CH:41]=[CH:40][C:39]=1[CH2:44]Cl.C(=O)(O)[O-].[Na+]. (3) Given the product [Cl:30][C:8]1[CH:9]=[C:10]([C:13]2[CH2:17][C:16]([C:22]3[CH:23]=[C:24]([Cl:29])[CH:25]=[C:26]([Cl:28])[CH:27]=3)([C:18]([F:19])([F:21])[F:20])[CH2:15][N:14]=2)[CH:11]=[CH:12][C:7]=1[C:6]([OH:31])=[O:5], predict the reactants needed to synthesize it. The reactants are: C([O:5][C:6](=[O:31])[C:7]1[CH:12]=[CH:11][C:10]([C:13]2[CH2:17][C:16]([C:22]3[CH:27]=[C:26]([Cl:28])[CH:25]=[C:24]([Cl:29])[CH:23]=3)([C:18]([F:21])([F:20])[F:19])[CH2:15][N:14]=2)=[CH:9][C:8]=1[Cl:30])CCC.O.[OH-].[Li+].Cl. (4) Given the product [Cl:3][C:4]1[CH:5]=[C:6]([C:11]2([C:24]([F:27])([F:26])[F:25])[O:15][N:14]=[C:13]([C:16]3[S:20][C:19]([CH3:21])=[C:18]([C:22]([OH:28])=[O:1])[CH:17]=3)[CH2:12]2)[CH:7]=[C:8]([Cl:10])[CH:9]=1, predict the reactants needed to synthesize it. The reactants are: [OH-:1].[K+].[Cl:3][C:4]1[CH:5]=[C:6]([C:11]2([C:24]([F:27])([F:26])[F:25])[O:15][N:14]=[C:13]([C:16]3[S:20][C:19]([CH3:21])=[C:18]([C:22]#N)[CH:17]=3)[CH2:12]2)[CH:7]=[C:8]([Cl:10])[CH:9]=1.[OH2:28]. (5) The reactants are: [CH:1]1([CH2:4][CH2:5][C:6]2[CH:12]=[CH:11][C:9]([NH2:10])=[CH:8][CH:7]=2)[CH2:3][CH2:2]1.[ClH:13].O1CCOCC1. Given the product [ClH:13].[CH:1]1([CH2:4][CH2:5][C:6]2[CH:7]=[CH:8][C:9]([NH2:10])=[CH:11][CH:12]=2)[CH2:3][CH2:2]1, predict the reactants needed to synthesize it.